Dataset: Catalyst prediction with 721,799 reactions and 888 catalyst types from USPTO. Task: Predict which catalyst facilitates the given reaction. (1) Reactant: [F:1][C:2]1[CH:23]=[CH:22][C:5]([O:6][CH2:7][C:8]2[N:9]=[C:10]3[S:17][C:16]([CH3:18])=[C:15]([C:19](O)=[O:20])[N:11]3[C:12](=[O:14])[CH:13]=2)=[CH:4][CH:3]=1.[H-].C([Al+]CC(C)C)C(C)C. Product: [F:1][C:2]1[CH:3]=[CH:4][C:5]([O:6][CH2:7][C:8]2[N:9]=[C:10]3[S:17][C:16]([CH3:18])=[C:15]([CH2:19][OH:20])[N:11]3[C:12](=[O:14])[CH:13]=2)=[CH:22][CH:23]=1. The catalyst class is: 207. (2) Reactant: C(N(CC)C(C)C)(C)C.[CH2:10](Br)[CH:11]=[CH2:12].[Cl:14][C:15]1[CH:16]=[C:17]2[NH:24][C:23]([S:25]([CH3:28])(=[O:27])=[O:26])=[N:22][C:18]2=[N:19][C:20]=1[I:21]. Product: [CH2:10]([N:24]1[C:17]2[C:18](=[N:19][C:20]([I:21])=[C:15]([Cl:14])[CH:16]=2)[N:22]=[C:23]1[S:25]([CH3:28])(=[O:27])=[O:26])[CH:11]=[CH2:12]. The catalyst class is: 1. (3) Reactant: [OH-].[Na+].C(OC([O-])=O)(O[C:6](C)([CH3:8])[CH3:7])=O.C1C2[CH:21]=[C:22]([OH:25])[CH:23]=CC=2CCCN1.[C:26]([O:29][CH2:30][CH3:31])(=[O:28])[CH3:27]. Product: [C:26]([O:29][CH2:30][CH3:31])(=[O:28])[CH3:27].[CH:6]([O:25][CH:22]([CH3:21])[CH3:23])([CH3:8])[CH3:7]. The catalyst class is: 146. (4) Reactant: [Cl:1][C:2]1[N:3]=[CH:4][C:5]([C:9]([O:11]C)=[O:10])=[N:6][C:7]=1[CH3:8].C[Si](C)(C)[O-].[K+].Cl. Product: [Cl:1][C:2]1[N:3]=[CH:4][C:5]([C:9]([OH:11])=[O:10])=[N:6][C:7]=1[CH3:8]. The catalyst class is: 7. (5) Reactant: [N:1]([CH2:4][C:5]1([OH:22])[CH2:10][CH2:9][N:8]([CH2:11][CH2:12][O:13][CH2:14][CH2:15][C:16]2[CH:21]=[CH:20][CH:19]=[CH:18][CH:17]=2)[CH2:7][CH2:6]1)=[N+:2]=[N-:3].[H-].[Na+].I[CH3:26]. Product: [N:1]([CH2:4][C:5]1([O:22][CH3:26])[CH2:10][CH2:9][N:8]([CH2:11][CH2:12][O:13][CH2:14][CH2:15][C:16]2[CH:17]=[CH:18][CH:19]=[CH:20][CH:21]=2)[CH2:7][CH2:6]1)=[N+:2]=[N-:3]. The catalyst class is: 3. (6) Reactant: [N:1]1[C:6]2[S:7][C:8]([CH:10]=O)=[CH:9][C:5]=2[CH:4]=[N:3][CH:2]=1.[CH3:12][O:13][C:14]1[CH:15]=[C:16]([CH:19]=[CH:20][C:21]=1[O:22][CH3:23])[CH2:17][NH2:18]. Product: [CH3:12][O:13][C:14]1[CH:15]=[C:16]([CH:19]=[CH:20][C:21]=1[O:22][CH3:23])[CH2:17][N:18]=[CH:10][C:8]1[S:7][C:6]2[N:1]=[CH:2][N:3]=[CH:4][C:5]=2[CH:9]=1. The catalyst class is: 2. (7) Reactant: [CH3:1][O:2][CH2:3][CH2:4][CH2:5][CH2:6][CH:7]=[O:8].N1CCC[C@H]1C(N)=O.[Cl:17]N1C(=O)CCC1=O.CCCCCC. Product: [Cl:17][C@@H:6]([CH2:5][CH2:4][CH2:3][O:2][CH3:1])[CH:7]=[O:8]. The catalyst class is: 4. (8) The catalyst class is: 1. Reactant: C(NC(C)C)(C)C.C([Li])CCC.[O:13]1[CH2:18][CH2:17][CH2:16][C:15](=[O:19])[CH2:14]1.C1C=CC(N([S:27]([C:30]([F:33])([F:32])[F:31])(=[O:29])=[O:28])[S:27]([C:30]([F:33])([F:32])[F:31])(=[O:29])=[O:28])=CC=1.C(=O)(O)[O-].[Na+]. Product: [F:31][C:30]([F:33])([F:32])[S:27]([O:19][C:15]1[CH2:14][O:13][CH2:18][CH2:17][CH:16]=1)(=[O:29])=[O:28].